This data is from Forward reaction prediction with 1.9M reactions from USPTO patents (1976-2016). The task is: Predict the product of the given reaction. Given the reactants Br[C:2]1[CH:7]=[C:6]([C:8]2([C:11]([F:14])([F:13])[F:12])[CH2:10][CH2:9]2)[CH:5]=[C:4]([Br:15])[CH:3]=1.[Li]CCCC.Cl[C:22]([O:24][CH3:25])=[O:23], predict the reaction product. The product is: [Br:15][C:4]1[CH:3]=[C:2]([CH:7]=[C:6]([C:8]2([C:11]([F:14])([F:13])[F:12])[CH2:10][CH2:9]2)[CH:5]=1)[C:22]([O:24][CH3:25])=[O:23].